From a dataset of Forward reaction prediction with 1.9M reactions from USPTO patents (1976-2016). Predict the product of the given reaction. Given the reactants [NH2:1][C:2]1[C:6]2[C:7]([CH3:23])=[N:8][C:9]([NH:11][C:12]([NH:14][C@@H:15]([C:17]3[CH:22]=[CH:21][CH:20]=[CH:19][CH:18]=3)[CH3:16])=[O:13])=[CH:10][C:5]=2[NH:4][N:3]=1.N1C=CC=CC=1.[C:30](OC(=O)C)(=[O:32])[CH3:31].C(Cl)(=O)C.[OH-].[Na+], predict the reaction product. The product is: [CH3:23][C:7]1[C:6]2[C:2]([NH:1][C:30](=[O:32])[CH3:31])=[N:3][NH:4][C:5]=2[CH:10]=[C:9]([NH:11][C:12]([NH:14][C@@H:15]([C:17]2[CH:22]=[CH:21][CH:20]=[CH:19][CH:18]=2)[CH3:16])=[O:13])[N:8]=1.